Dataset: Reaction yield outcomes from USPTO patents with 853,638 reactions. Task: Predict the reaction yield, written as a fraction of the theoretical maximum amount of product (1.0 means a 100% yield; for example, 0.34 means a 34% yield). (1) The reactants are [NH2:1][C:2]1[CH:10]=[CH:9][CH:8]=[C:4]([C:5]([OH:7])=O)[C:3]=1[C:11]([OH:13])=[O:12].[C:14](OC(=O)C)(=[O:16])[CH3:15]. No catalyst specified. The product is [C:14]([NH:1][C:2]1[CH:10]=[CH:9][CH:8]=[C:4]2[C:5]([O:13][C:11](=[O:12])[C:3]=12)=[O:7])(=[O:16])[CH3:15]. The yield is 0.610. (2) The reactants are [N+:1]([C:4]1[C:12]2[S:11][N:10]=[CH:9][C:8]=2[CH:7]=[CH:6][CH:5]=1)([O-])=O.O.O.O.O.O.O.O.O.O.[S-2].[Na+].[Na+].C(O)C.O. The catalyst is C(OCC)(=O)C. The product is [S:11]1[C:12]2[C:4]([NH2:1])=[CH:5][CH:6]=[CH:7][C:8]=2[CH:9]=[N:10]1. The yield is 0.190. (3) The reactants are [CH3:1][O:2][C:3](=[O:11])[C:4]1[CH:9]=[CH:8][C:7]([NH2:10])=[CH:6][CH:5]=1.N1C=CC=CC=1.[CH3:18][S:19]([C:22]1[CH:27]=[CH:26][C:25]([S:28](Cl)(=[O:30])=[O:29])=[CH:24][CH:23]=1)(=[O:21])=[O:20]. The catalyst is ClCCl.C(OCC)(=O)C. The product is [CH3:1][O:2][C:3](=[O:11])[C:4]1[CH:9]=[CH:8][C:7]([NH:10][S:28]([C:25]2[CH:24]=[CH:23][C:22]([S:19]([CH3:18])(=[O:21])=[O:20])=[CH:27][CH:26]=2)(=[O:30])=[O:29])=[CH:6][CH:5]=1. The yield is 0.870. (4) The reactants are [CH3:1][C:2]1[S:3][CH:4]=[C:5]([C:7]2[CH:16]=[CH:15][C:10]([O:11][CH2:12][CH2:13][NH2:14])=[CH:9][CH:8]=2)[N:6]=1.[C:17]([NH:20][C:21]1[N:26]=[CH:25][C:24]([CH:27]([O:40][Si:41]([C:44]([CH3:47])([CH3:46])[CH3:45])([CH3:43])[CH3:42])[CH2:28]OS(C2C=CC(C)=CC=2)(=O)=O)=[CH:23][CH:22]=1)(=[O:19])[CH3:18].C(N(C(C)C)CC)(C)C. The catalyst is CS(C)=O. The product is [C:44]([Si:41]([CH3:43])([CH3:42])[O:40][C@H:27]([C:24]1[CH:23]=[CH:22][C:21]([NH:20][C:17](=[O:19])[CH3:18])=[N:26][CH:25]=1)[CH2:28][NH:14][CH2:13][CH2:12][O:11][C:10]1[CH:15]=[CH:16][C:7]([C:5]2[N:6]=[C:2]([CH3:1])[S:3][CH:4]=2)=[CH:8][CH:9]=1)([CH3:47])([CH3:46])[CH3:45]. The yield is 0.450. (5) The reactants are [N:1]1[CH:6]=[CH:5][CH:4]=[C:3]([C:7]2[CH:11]=[C:10]([C:12]([F:15])([F:14])[F:13])[N:9]([C:16]3[CH:17]=[CH:18][C:19]([NH2:22])=[N:20][CH:21]=3)[N:8]=2)[CH:2]=1.C([O:26][CH2:27][CH3:28])(=O)C. The catalyst is N1C=CC=CC=1. The product is [C:2]([C:3]1[CH:7]=[C:28]([CH:6]=[CH:5][CH:4]=1)[C:27]([NH:22][C:19]1[CH:18]=[CH:17][C:16]([N:9]2[C:10]([C:12]([F:15])([F:13])[F:14])=[CH:11][C:7]([C:3]3[CH:2]=[N:1][CH:6]=[CH:5][CH:4]=3)=[N:8]2)=[CH:21][N:20]=1)=[O:26])#[N:1]. The yield is 0.150.